The task is: Predict the product of the given reaction.. This data is from Forward reaction prediction with 1.9M reactions from USPTO patents (1976-2016). The product is: [CH3:1][C@H:2]1[CH2:3][N:4]([C:8]2[CH:13]=[CH:12][CH:11]=[CH:10][N:9]=2)[CH2:5][CH2:6][N:7]1[C:15]1[C:16](=[O:29])[NH:17][C:18]2[C:23]([N:24]=1)=[CH:22][C:21]([C:25]([O:27][CH3:28])=[O:26])=[CH:20][CH:19]=2. Given the reactants [CH3:1][C@@H:2]1[NH:7][CH2:6][CH2:5][N:4]([C:8]2[CH:13]=[CH:12][CH:11]=[CH:10][N:9]=2)[CH2:3]1.Cl[C:15]1[C:16](=[O:29])[NH:17][C:18]2[C:23]([N:24]=1)=[CH:22][C:21]([C:25]([O:27][CH3:28])=[O:26])=[CH:20][CH:19]=2, predict the reaction product.